From a dataset of Reaction yield outcomes from USPTO patents with 853,638 reactions. Predict the reaction yield, written as a fraction of the theoretical maximum amount of product (1.0 means a 100% yield; for example, 0.34 means a 34% yield). (1) The reactants are ClC1C=C(C=CC=1F)[C:5]1[C:10]([C:11]2[CH:20]=[CH:19][C:18]3[C:13](=[CH:14][CH:15]=[C:16]([C:21]4[N:25]([CH:26]5[CH2:31][CH2:30][CH2:29][CH2:28][CH2:27]5)[C:24]5[CH:32]=[CH:33][C:34]([C:36]([OH:38])=[O:37])=[CH:35][C:23]=5[N:22]=4)[CH:17]=3)[N:12]=2)=[CH:9][C:8]([O:39][CH3:40])=[CH:7][CH:6]=1.COC(C1C=CC2N(C3CCCCC3)C(C3C=C4C(=CC=3)N=C(C3C=C(OC)C=CC=3Br)C=C4)=NC=2C=1)=O.[CH3:83][O:84][C:85]1[N:90]=[C:89]([O:91][CH3:92])[C:88](B(O)O)=[CH:87][N:86]=1. The yield is 0.0700. The product is [CH:26]1([N:25]2[C:24]3[CH:32]=[CH:33][C:34]([C:36]([OH:38])=[O:37])=[CH:35][C:23]=3[N:22]=[C:21]2[C:16]2[CH:17]=[C:18]3[C:13](=[CH:14][CH:15]=2)[N:12]=[C:11]([C:10]2[CH:9]=[C:8]([O:39][CH3:40])[CH:7]=[CH:6][C:5]=2[C:88]2[C:89]([O:91][CH3:92])=[N:90][C:85]([O:84][CH3:83])=[N:86][CH:87]=2)[CH:20]=[CH:19]3)[CH2:27][CH2:28][CH2:29][CH2:30][CH2:31]1. No catalyst specified. (2) The reactants are [S:1]1[CH:5]=[C:4]([C:6]([OH:8])=O)[C:3]2[CH:9]=[CH:10][CH:11]=[CH:12][C:2]1=2.C1C=CC2N(O)N=NC=2C=1.Cl.[CH3:24][O:25][C:26](=[O:46])[CH2:27][CH2:28][CH2:29][N:30]([CH2:38][C:39]1[CH:44]=[CH:43][CH:42]=[C:41]([Cl:45])[CH:40]=1)[C:31]([C@@:33]1([CH3:37])[CH2:36][CH2:35][NH:34]1)=[O:32].C([O-])(O)=O.[Na+]. The catalyst is C(Cl)Cl.C1COCC1. The product is [CH3:24][O:25][C:26](=[O:46])[CH2:27][CH2:28][CH2:29][N:30]([C:31]([C@@:33]1([CH3:37])[CH2:36][CH2:35][N:34]1[C:6]([C:4]1[C:3]2[CH:9]=[CH:10][CH:11]=[CH:12][C:2]=2[S:1][CH:5]=1)=[O:8])=[O:32])[CH2:38][C:39]1[CH:44]=[CH:43][CH:42]=[C:41]([Cl:45])[CH:40]=1. The yield is 0.870.